Dataset: Forward reaction prediction with 1.9M reactions from USPTO patents (1976-2016). Task: Predict the product of the given reaction. (1) Given the reactants [C:1](OC)(OC)(OC)[CH3:2].[CH3:9][S:10]([CH2:13][CH2:14][O:15][CH2:16][CH2:17][NH:18][C:19]1[C:28]2[C:23](=[CH:24][CH:25]=[CH:26][CH:27]=2)[N:22]=[CH:21][C:20]=1[NH2:29])(=[O:12])=[O:11].Cl.N1C=CC=CC=1, predict the reaction product. The product is: [CH3:1][C:2]1[N:18]([CH2:17][CH2:16][O:15][CH2:14][CH2:13][S:10]([CH3:9])(=[O:12])=[O:11])[C:19]2[C:28]3[CH:27]=[CH:26][CH:25]=[CH:24][C:23]=3[N:22]=[CH:21][C:20]=2[N:29]=1. (2) Given the reactants [F:1][C:2]1[CH:7]=[C:6]([F:8])[CH:5]=[CH:4][C:3]=1[C:9]1[CH:14]=[C:13]([N+:15]([O-:17])=[O:16])[CH:12]=[C:11]([O:18]C)[CH:10]=1.B(Br)(Br)Br.CO, predict the reaction product. The product is: [F:1][C:2]1[CH:7]=[C:6]([F:8])[CH:5]=[CH:4][C:3]=1[C:9]1[CH:14]=[C:13]([N+:15]([O-:17])=[O:16])[CH:12]=[C:11]([OH:18])[CH:10]=1. (3) The product is: [OH:13][C:11]([C@H:14]1[CH2:19][CH2:18][C@H:17]([NH:20][C:21](=[O:30])[O:22][CH2:23][C:24]2[CH:25]=[CH:26][CH:27]=[CH:28][CH:29]=2)[CH2:16][CH2:15]1)([C:2]1[S:1][CH:5]=[CH:4][N:3]=1)[CH3:12]. Given the reactants [S:1]1[CH:5]=[CH:4][N:3]=[CH:2]1.[Li]CCCC.[C:11]([C@H:14]1[CH2:19][CH2:18][C@H:17]([NH:20][C:21](=[O:30])[O:22][CH2:23][C:24]2[CH:29]=[CH:28][CH:27]=[CH:26][CH:25]=2)[CH2:16][CH2:15]1)(=[O:13])[CH3:12], predict the reaction product. (4) Given the reactants Br[C:2]1[C:11]([O:12][CH3:13])=[CH:10][CH:9]=[C:8]2[C:3]=1[CH2:4][CH2:5][CH2:6][C:7]2=[O:14].[C:15]1([C:21]#[CH:22])[CH:20]=[CH:19][CH:18]=[CH:17][CH:16]=1.CN(C)C=O, predict the reaction product. The product is: [CH3:13][O:12][C:11]1[C:2]([C:22]#[C:21][C:15]2[CH:20]=[CH:19][CH:18]=[CH:17][CH:16]=2)=[C:3]2[C:8](=[CH:9][CH:10]=1)[C:7](=[O:14])[CH2:6][CH2:5][CH2:4]2. (5) Given the reactants [F:1][C:2]([F:11])([F:10])[C:3]1[O:7][C:6]([CH2:8][NH2:9])=[CH:5][CH:4]=1.C1N=CN([C:17]([N:19]2C=N[CH:21]=[CH:20]2)=[O:18])C=1.NC1C2[O:31][CH2:32][C:33](=[O:35])[NH:34][C:29]=2[CH:28]=[CH:27][CH:26]=1, predict the reaction product. The product is: [O:35]=[C:33]1[NH:34][C:29]2[CH:28]=[CH:27][CH:26]=[C:20]([NH:19][C:17]([NH:9][CH2:8][C:6]3[O:7][C:3]([C:2]([F:10])([F:1])[F:11])=[CH:4][CH:5]=3)=[O:18])[C:21]=2[O:31][CH2:32]1.